This data is from NCI-60 drug combinations with 297,098 pairs across 59 cell lines. The task is: Regression. Given two drug SMILES strings and cell line genomic features, predict the synergy score measuring deviation from expected non-interaction effect. (1) Drug 1: CC12CCC(CC1=CCC3C2CCC4(C3CC=C4C5=CN=CC=C5)C)O. Drug 2: CC(C1=C(C=CC(=C1Cl)F)Cl)OC2=C(N=CC(=C2)C3=CN(N=C3)C4CCNCC4)N. Cell line: RXF 393. Synergy scores: CSS=13.4, Synergy_ZIP=-1.77, Synergy_Bliss=-3.38, Synergy_Loewe=-2.91, Synergy_HSA=-2.26. (2) Cell line: ACHN. Drug 2: C1CC(C1)(C(=O)O)C(=O)O.[NH2-].[NH2-].[Pt+2]. Drug 1: CS(=O)(=O)C1=CC(=C(C=C1)C(=O)NC2=CC(=C(C=C2)Cl)C3=CC=CC=N3)Cl. Synergy scores: CSS=48.1, Synergy_ZIP=-0.381, Synergy_Bliss=-0.325, Synergy_Loewe=-14.0, Synergy_HSA=-1.61.